Dataset: Peptide-MHC class I binding affinity with 185,985 pairs from IEDB/IMGT. Task: Regression. Given a peptide amino acid sequence and an MHC pseudo amino acid sequence, predict their binding affinity value. This is MHC class I binding data. The peptide sequence is IMYDIINSV. The MHC is HLA-B44:02 with pseudo-sequence HLA-B44:02. The binding affinity (normalized) is 0.0180.